From a dataset of Forward reaction prediction with 1.9M reactions from USPTO patents (1976-2016). Predict the product of the given reaction. (1) Given the reactants Cl[C:2]1[N:7]=[C:6]([C:8]2[S:12][C:11]([CH3:13])=[N:10][C:9]=2[C:14]2[CH:15]=[C:16]([NH:20][C:21](=[O:30])[C:22]3[C:27]([F:28])=[CH:26][CH:25]=[CH:24][C:23]=3[F:29])[CH:17]=[CH:18][CH:19]=2)[CH:5]=[CH:4][N:3]=1.Cl.[NH2:32][C:33]1[CH:34]=[C:35]([O:39][CH2:40][CH2:41][N:42]([CH3:44])[CH3:43])[CH:36]=[CH:37][CH:38]=1, predict the reaction product. The product is: [CH3:43][N:42]([CH3:44])[CH2:41][CH2:40][O:39][C:35]1[CH:34]=[C:33]([NH:32][C:2]2[N:7]=[C:6]([C:8]3[S:12][C:11]([CH3:13])=[N:10][C:9]=3[C:14]3[CH:15]=[C:16]([NH:20][C:21](=[O:30])[C:22]4[C:27]([F:28])=[CH:26][CH:25]=[CH:24][C:23]=4[F:29])[CH:17]=[CH:18][CH:19]=3)[CH:5]=[CH:4][N:3]=2)[CH:38]=[CH:37][CH:36]=1. (2) Given the reactants C(OC([NH:8][C@:9]1([C:16]([O:18][CH2:19][CH3:20])=[O:17])[CH2:14][C:13](=[O:15])[NH:12][C:10]1=[O:11])=O)(C)(C)C.[ClH:21], predict the reaction product. The product is: [ClH:21].[NH2:8][C@:9]1([C:16]([O:18][CH2:19][CH3:20])=[O:17])[CH2:14][C:13](=[O:15])[NH:12][C:10]1=[O:11]. (3) Given the reactants [F:1][C:2]1[CH:3]=[CH:4][C:5]([O:16][CH3:17])=[C:6]2[C:10]=1[NH:9][C:8]([C:11]([O:13]CC)=[O:12])=[CH:7]2.[OH-].[K+].Cl, predict the reaction product. The product is: [F:1][C:2]1[CH:3]=[CH:4][C:5]([O:16][CH3:17])=[C:6]2[C:10]=1[NH:9][C:8]([C:11]([OH:13])=[O:12])=[CH:7]2. (4) The product is: [Br:15][CH2:16][C:17]([NH:4][C:3]1[CH:5]=[CH:6][CH:7]=[CH:8][C:2]=1[F:1])=[O:18]. Given the reactants [F:1][C:2]1[CH:8]=[CH:7][CH:6]=[CH:5][C:3]=1[NH2:4].C(=O)([O-])[O-].[K+].[K+].[Br:15][CH2:16][C:17](Br)=[O:18].O, predict the reaction product. (5) The product is: [Cl:36][C:37]1[N:38]=[CH:39][N:40]=[C:41]([N:19]([CH2:18][C:15]2[CH:14]=[CH:13][C:12]([S:11][C:2]([CH3:1])([CH3:10])[C:3]([O:5][C:6]([CH3:7])([CH3:8])[CH3:9])=[O:4])=[CH:17][CH:16]=2)[CH2:20][C:21]2[N:22]=[C:23]([CH3:26])[S:24][CH:25]=2)[CH:42]=1. Given the reactants [CH3:1][C:2]([S:11][C:12]1[CH:17]=[CH:16][C:15]([CH2:18][NH:19][CH2:20][C:21]2[N:22]=[C:23]([CH3:26])[S:24][CH:25]=2)=[CH:14][CH:13]=1)([CH3:10])[C:3]([O:5][C:6]([CH3:9])([CH3:8])[CH3:7])=[O:4].CCN(C(C)C)C(C)C.[Cl:36][C:37]1[CH:42]=[C:41](Cl)[N:40]=[CH:39][N:38]=1, predict the reaction product. (6) Given the reactants Cl[C:2]1[CH:3]=[CH:4][C:5]([C:14]([N:16]2[CH2:21][CH2:20][N:19]([C:22]3[C:27]([CH3:28])=[CH:26][C:25]([CH3:29])=[CH:24][N:23]=3)[CH2:18][CH2:17]2)=[O:15])=[C:6]([N:8]2[CH2:12][CH2:11][O:10][C:9]2=[O:13])[CH:7]=1.[O:30]1[CH2:34][CH2:33][NH:32][C:31]1=[O:35], predict the reaction product. The product is: [CH3:28][C:27]1[C:22]([N:19]2[CH2:20][CH2:21][N:16]([C:14]([C:5]3[CH:4]=[CH:3][C:2]([N:32]4[CH2:33][CH2:34][O:30][C:31]4=[O:35])=[CH:7][C:6]=3[N:8]3[CH2:12][CH2:11][O:10][C:9]3=[O:13])=[O:15])[CH2:17][CH2:18]2)=[N:23][CH:24]=[C:25]([CH3:29])[CH:26]=1. (7) Given the reactants CS(Cl)(=O)=O.O[CH2:7][CH2:8][C:9]1[CH2:18][CH2:17][C:16]2[CH:15]=[C:14]([NH:19][C:20](=[O:22])[CH3:21])[CH:13]=[CH:12][C:11]=2[CH:10]=1.[CH2:23]([N:25](CC)[CH2:26][CH3:27])[CH3:24].N1CCCC1, predict the reaction product. The product is: [N:25]1([CH2:7][CH2:8][C:9]2[CH2:18][CH2:17][C:16]3[CH:15]=[C:14]([NH:19][C:20](=[O:22])[CH3:21])[CH:13]=[CH:12][C:11]=3[CH:10]=2)[CH2:26][CH2:27][CH2:24][CH2:23]1. (8) Given the reactants [NH:1]1[C:5]2=[N:6][CH:7]=[CH:8][CH:9]=[C:4]2[C:3]([CH:10]=O)=[CH:2]1.[OH:12][C:13]1[C:18]2[C:19](=[O:22])[CH2:20][O:21][C:17]=2[CH:16]=[C:15]([OH:23])[CH:14]=1.O1C2C=CC=CC=2CC1=O, predict the reaction product. The product is: [OH:12][C:13]1[C:18]2[C:19](=[O:22])[C:20](=[CH:10][C:3]3[C:4]4[C:5](=[N:6][CH:7]=[CH:8][CH:9]=4)[NH:1][CH:2]=3)[O:21][C:17]=2[CH:16]=[C:15]([OH:23])[CH:14]=1. (9) Given the reactants Br[C:2]1[CH:22]=[CH:21][C:5]([CH2:6][S:7]([NH:10][C:11]2[CH:19]=[CH:18][C:14]([C:15]([OH:17])=[O:16])=[C:13]([OH:20])[CH:12]=2)(=[O:9])=[O:8])=[CH:4][CH:3]=1.[F:23][C:24]1[CH:29]=[CH:28][C:27]([F:30])=[CH:26][C:25]=1B(O)O.CCN(C(C)C)C(C)C.C(Cl)Cl, predict the reaction product. The product is: [F:23][C:24]1[CH:29]=[CH:28][C:27]([F:30])=[CH:26][C:25]=1[C:2]1[CH:22]=[CH:21][C:5]([CH2:6][S:7]([NH:10][C:11]2[CH:19]=[CH:18][C:14]([C:15]([OH:17])=[O:16])=[C:13]([OH:20])[CH:12]=2)(=[O:9])=[O:8])=[CH:4][CH:3]=1.